The task is: Predict the reaction yield, written as a fraction of the theoretical maximum amount of product (1.0 means a 100% yield; for example, 0.34 means a 34% yield).. This data is from Reaction yield outcomes from USPTO patents with 853,638 reactions. (1) The reactants are [Cl:1][C:2]1[N:7]=[C:6]([O:8][C:9]2[CH:10]=[C:11]3[C:15](=[CH:16][CH:17]=2)[NH:14][N:13]=[CH:12]3)[CH:5]=[CH:4][N:3]=1.[CH3:18][C:19]([O:22][C:23](O[C:23]([O:22][C:19]([CH3:21])([CH3:20])[CH3:18])=[O:24])=[O:24])([CH3:21])[CH3:20]. The catalyst is CN(C1C=CN=CC=1)C.C(Cl)Cl. The product is [Cl:1][C:2]1[N:7]=[C:6]([O:8][C:9]2[CH:10]=[C:11]3[C:15](=[CH:16][CH:17]=2)[N:14]([C:23]([O:22][C:19]([CH3:21])([CH3:20])[CH3:18])=[O:24])[N:13]=[CH:12]3)[CH:5]=[CH:4][N:3]=1. The yield is 0.500. (2) The reactants are [Cl:1][C:2]1[CH:10]=[CH:9][C:8]([S:11]([CH3:14])(=[O:13])=[O:12])=[CH:7][C:3]=1[C:4]([OH:6])=[O:5].Cl[C:16]1C=CC(S(O)=O)=CC=1C(O)=O.C(I)C. The catalyst is C(O)C. The product is [Cl:1][C:2]1[CH:10]=[CH:9][C:8]([S:11]([CH2:14][CH3:16])(=[O:13])=[O:12])=[CH:7][C:3]=1[C:4]([OH:6])=[O:5]. The yield is 0.270.